This data is from Reaction yield outcomes from USPTO patents with 853,638 reactions. The task is: Predict the reaction yield, written as a fraction of the theoretical maximum amount of product (1.0 means a 100% yield; for example, 0.34 means a 34% yield). (1) The reactants are [CH3:1][O:2][C:3]1[CH:8]=[CH:7][C:6]([C:9]2([C:12]([OH:14])=[O:13])[CH2:11][CH2:10]2)=[CH:5][CH:4]=1.O.[C:16]1(C)C=CC(S(O)(=O)=O)=CC=1. The catalyst is CO. The product is [CH3:16][O:13][C:12]([C:9]1([C:6]2[CH:5]=[CH:4][C:3]([O:2][CH3:1])=[CH:8][CH:7]=2)[CH2:10][CH2:11]1)=[O:14]. The yield is 0.990. (2) The reactants are [H-].[Na+].[CH2:3]([CH:7]([C:12]([O:14][CH3:15])=[O:13])[C:8]([O:10][CH3:11])=[O:9])[CH:4]([CH3:6])[CH3:5].Cl[CH2:17][N:18]1[C:22](=[O:23])[C:21]2=[CH:24][CH:25]=[CH:26][CH:27]=[C:20]2[C:19]1=[O:28].Cl. The catalyst is CCOCC. The product is [O:28]=[C:19]1[C:20]2[C:21](=[CH:24][CH:25]=[CH:26][CH:27]=2)[C:22](=[O:23])[N:18]1[CH2:17][C:7]([CH2:3][CH:4]([CH3:6])[CH3:5])([C:12]([O:14][CH3:15])=[O:13])[C:8]([O:10][CH3:11])=[O:9]. The yield is 0.850. (3) The reactants are [CH3:1][O:2][C:3]1[CH:4]=[C:5]2[C:10](=[CH:11][C:12]=1[O:13][CH3:14])[N:9]=[CH:8][CH:7]=[C:6]2[O:15][C:16]1[CH:22]=[CH:21][C:19]([NH2:20])=[C:18]([N+:23]([O-:25])=[O:24])[CH:17]=1.C(N(CC)CC)C.ClC(Cl)(O[C:37](=[O:43])OC(Cl)(Cl)Cl)Cl.[CH:45]([N:48]([CH:52]([CH3:54])[CH3:53])[CH2:49][CH2:50][NH2:51])([CH3:47])[CH3:46]. The product is [CH:45]([N:48]([CH:52]([CH3:54])[CH3:53])[CH2:49][CH2:50][NH:51][C:37]([NH:20][C:19]1[CH:21]=[CH:22][C:16]([O:15][C:6]2[C:5]3[C:10](=[CH:11][C:12]([O:13][CH3:14])=[C:3]([O:2][CH3:1])[CH:4]=3)[N:9]=[CH:8][CH:7]=2)=[CH:17][C:18]=1[N+:23]([O-:25])=[O:24])=[O:43])([CH3:47])[CH3:46]. The catalyst is C(Cl)(Cl)Cl.O. The yield is 0.700. (4) The reactants are [N:1]1[C:10]2[C:5](=[N:6][CH:7]=[CH:8][CH:9]=2)[CH:4]=[CH:3][C:2]=1[CH2:11][C:12]([C:14]1[CH:19]=[CH:18][CH:17]=[CH:16][N:15]=1)=O.C(O)(=O)C.C[N:25]([CH3:28])C=O.CC([N:32](C)C)=O.O.NN. The catalyst is CN(C=O)C. The product is [N:15]1[CH:16]=[CH:17][CH:18]=[CH:19][C:14]=1[C:12]1[C:11]([C:2]2[CH:3]=[CH:4][C:5]3[C:10](=[CH:9][CH:8]=[CH:7][N:6]=3)[N:1]=2)=[CH:28][NH:25][N:32]=1. The yield is 0.730. (5) The reactants are [CH2:1]([O:8][C:9]1[CH:14]=[CH:13][C:12]([C:15]2[N:20]=[CH:19][N:18]=[C:17]([NH:21][C@H:22]([C:30]([O:32]C)=[O:31])[CH2:23][C:24]3[CH:29]=[CH:28][CH:27]=[CH:26][CH:25]=3)[C:16]=2[CH:34]=[O:35])=[CH:11][CH:10]=1)[C:2]1[CH:7]=[CH:6][CH:5]=[CH:4][CH:3]=1.[OH-].[Na+].Cl. The catalyst is CO.O1CCCC1. The product is [CH2:1]([O:8][C:9]1[CH:10]=[CH:11][C:12]([C:15]2[N:20]=[CH:19][N:18]=[C:17]([NH:21][C@H:22]([C:30]([OH:32])=[O:31])[CH2:23][C:24]3[CH:29]=[CH:28][CH:27]=[CH:26][CH:25]=3)[C:16]=2[CH:34]=[O:35])=[CH:13][CH:14]=1)[C:2]1[CH:7]=[CH:6][CH:5]=[CH:4][CH:3]=1. The yield is 0.340.